Predict the reaction yield, written as a fraction of the theoretical maximum amount of product (1.0 means a 100% yield; for example, 0.34 means a 34% yield). From a dataset of Reaction yield outcomes from USPTO patents with 853,638 reactions. The yield is 0.400. The reactants are [O:1]1[CH2:6][CH2:5][N:4]([CH2:7][CH2:8][O:9][C:10]2[CH:18]=[C:17]3[C:13]([C:14]([C:26]4[CH:31]=[CH:30][C:29]([C:32]([F:35])([F:34])[F:33])=[CH:28][CH:27]=4)=[C:15](C4C=NC=CC=4)[C:16]3=[O:19])=[CH:12][CH:11]=2)[CH2:3][CH2:2]1.O1CCN(CCOC2C=C3C(C(C4C=CC=CC=4)=C(Br)C3=O)=CC=2)CC1.[F:62][C:63]([F:74])([F:73])[C:64]1[CH:69]=[CH:68][C:67](B(O)O)=[CH:66][CH:65]=1. No catalyst specified. The product is [O:1]1[CH2:2][CH2:3][N:4]([CH2:7][CH2:8][O:9][C:10]2[CH:18]=[C:17]3[C:13]([C:14]([C:26]4[CH:31]=[CH:30][C:29]([C:32]([F:34])([F:35])[F:33])=[CH:28][CH:27]=4)=[C:15]([C:67]4[CH:68]=[CH:69][C:64]([C:63]([F:74])([F:73])[F:62])=[CH:65][CH:66]=4)[C:16]3=[O:19])=[CH:12][CH:11]=2)[CH2:5][CH2:6]1.